Dataset: NCI-60 drug combinations with 297,098 pairs across 59 cell lines. Task: Regression. Given two drug SMILES strings and cell line genomic features, predict the synergy score measuring deviation from expected non-interaction effect. (1) Drug 1: C1CN1C2=NC(=NC(=N2)N3CC3)N4CC4. Drug 2: C1=CC(=CC=C1CCC2=CNC3=C2C(=O)NC(=N3)N)C(=O)NC(CCC(=O)O)C(=O)O. Cell line: IGROV1. Synergy scores: CSS=32.0, Synergy_ZIP=-8.55, Synergy_Bliss=-5.46, Synergy_Loewe=-1.28, Synergy_HSA=0.800. (2) Drug 1: C1=CC(=CC=C1CCC2=CNC3=C2C(=O)NC(=N3)N)C(=O)NC(CCC(=O)O)C(=O)O. Drug 2: CC1=CC=C(C=C1)C2=CC(=NN2C3=CC=C(C=C3)S(=O)(=O)N)C(F)(F)F. Cell line: MCF7. Synergy scores: CSS=29.3, Synergy_ZIP=-1.38, Synergy_Bliss=-1.33, Synergy_Loewe=-9.34, Synergy_HSA=0.680. (3) Synergy scores: CSS=9.03, Synergy_ZIP=5.19, Synergy_Bliss=6.57, Synergy_Loewe=3.75, Synergy_HSA=3.24. Drug 2: CC(C)(C#N)C1=CC(=CC(=C1)CN2C=NC=N2)C(C)(C)C#N. Drug 1: CCCS(=O)(=O)NC1=C(C(=C(C=C1)F)C(=O)C2=CNC3=C2C=C(C=N3)C4=CC=C(C=C4)Cl)F. Cell line: SF-268. (4) Drug 1: CS(=O)(=O)C1=CC(=C(C=C1)C(=O)NC2=CC(=C(C=C2)Cl)C3=CC=CC=N3)Cl. Drug 2: CCC1(CC2CC(C3=C(CCN(C2)C1)C4=CC=CC=C4N3)(C5=C(C=C6C(=C5)C78CCN9C7C(C=CC9)(C(C(C8N6C)(C(=O)OC)O)OC(=O)C)CC)OC)C(=O)OC)O.OS(=O)(=O)O. Cell line: KM12. Synergy scores: CSS=64.6, Synergy_ZIP=10.1, Synergy_Bliss=9.67, Synergy_Loewe=-5.84, Synergy_HSA=14.4. (5) Drug 1: CC(C1=C(C=CC(=C1Cl)F)Cl)OC2=C(N=CC(=C2)C3=CN(N=C3)C4CCNCC4)N. Drug 2: C1=CC=C(C(=C1)C(C2=CC=C(C=C2)Cl)C(Cl)Cl)Cl. Cell line: SR. Synergy scores: CSS=47.5, Synergy_ZIP=1.88, Synergy_Bliss=1.70, Synergy_Loewe=-44.9, Synergy_HSA=-0.0949. (6) Drug 1: CC12CCC3C(C1CCC2=O)CC(=C)C4=CC(=O)C=CC34C. Drug 2: COC1=NC(=NC2=C1N=CN2C3C(C(C(O3)CO)O)O)N. Cell line: COLO 205. Synergy scores: CSS=30.4, Synergy_ZIP=8.32, Synergy_Bliss=17.4, Synergy_Loewe=-0.404, Synergy_HSA=11.0. (7) Drug 1: CC12CCC(CC1=CCC3C2CCC4(C3CC=C4C5=CN=CC=C5)C)O. Drug 2: CS(=O)(=O)C1=CC(=C(C=C1)C(=O)NC2=CC(=C(C=C2)Cl)C3=CC=CC=N3)Cl. Cell line: SK-MEL-5. Synergy scores: CSS=-3.63, Synergy_ZIP=2.09, Synergy_Bliss=3.22, Synergy_Loewe=-2.49, Synergy_HSA=-0.991. (8) Drug 1: C1=C(C(=O)NC(=O)N1)N(CCCl)CCCl. Drug 2: CCC(=C(C1=CC=CC=C1)C2=CC=C(C=C2)OCCN(C)C)C3=CC=CC=C3.C(C(=O)O)C(CC(=O)O)(C(=O)O)O. Cell line: NCI-H322M. Synergy scores: CSS=-4.04, Synergy_ZIP=0.752, Synergy_Bliss=-2.02, Synergy_Loewe=-3.57, Synergy_HSA=-3.92. (9) Drug 1: CC(C1=C(C=CC(=C1Cl)F)Cl)OC2=C(N=CC(=C2)C3=CN(N=C3)C4CCNCC4)N. Drug 2: CS(=O)(=O)CCNCC1=CC=C(O1)C2=CC3=C(C=C2)N=CN=C3NC4=CC(=C(C=C4)OCC5=CC(=CC=C5)F)Cl. Cell line: SR. Synergy scores: CSS=61.7, Synergy_ZIP=7.14, Synergy_Bliss=5.63, Synergy_Loewe=-14.9, Synergy_HSA=4.59.